Predict the product of the given reaction. From a dataset of Forward reaction prediction with 1.9M reactions from USPTO patents (1976-2016). (1) Given the reactants [CH2:1]([CH:5]1[C:14]2[C:9](=[CH:10][CH:11]=[C:12]([C:15]([O:17]C)=[O:16])[CH:13]=2)[CH2:8][CH2:7][N:6]1[C:19]([O:21][C:22]([CH3:25])([CH3:24])[CH3:23])=[O:20])[CH2:2][CH2:3][CH3:4].O.[OH-].[Li+], predict the reaction product. The product is: [C:22]([O:21][C:19]([N:6]1[CH2:7][CH2:8][C:9]2[C:14](=[CH:13][C:12]([C:15]([OH:17])=[O:16])=[CH:11][CH:10]=2)[CH:5]1[CH2:1][CH2:2][CH2:3][CH3:4])=[O:20])([CH3:25])([CH3:24])[CH3:23]. (2) The product is: [Cl:10][C:11]1[N:12]=[CH:13][C:14]([C:15]([C:3]2[C:4]3[C:5](=[N:6][CH:7]=[CH:8][CH:9]=3)[NH:1][CH:2]=2)=[O:16])=[CH:18][CH:19]=1. Given the reactants [NH:1]1[C:5]2=[N:6][CH:7]=[CH:8][CH:9]=[C:4]2[CH:3]=[CH:2]1.[Cl:10][C:11]1[CH:19]=[CH:18][C:14]([C:15](Cl)=[O:16])=[CH:13][N:12]=1.[Cl-].[Al+3].[Cl-].[Cl-], predict the reaction product.